This data is from Catalyst prediction with 721,799 reactions and 888 catalyst types from USPTO. The task is: Predict which catalyst facilitates the given reaction. (1) Reactant: [Si:1]([O:18][CH:19]1[CH2:22][N:21]([C:23]2[S:24][CH:25]=[C:26]([C:28](=[O:34])[N:29]([CH3:33])[CH2:30][CH2:31]O)[N:27]=2)[CH2:20]1)([C:14]([CH3:17])([CH3:16])[CH3:15])([C:8]1[CH:13]=[CH:12][CH:11]=[CH:10][CH:9]=1)[C:2]1[CH:7]=[CH:6][CH:5]=[CH:4][CH:3]=1.C1(P([N:49]=[N+:50]=[N-:51])(C2C=CC=CC=2)=O)C=CC=CC=1.C1(P(C2C=CC=CC=2)C2C=CC=CC=2)C=CC=CC=1.CCOC(/N=N/C(OCC)=O)=O.C1(C)C=CC=CC=1. Product: [Si:1]([O:18][CH:19]1[CH2:22][N:21]([C:23]2[S:24][CH:25]=[C:26]([C:28](=[O:34])[N:29]([CH2:30][CH2:31][N:49]=[N+:50]=[N-:51])[CH3:33])[N:27]=2)[CH2:20]1)([C:14]([CH3:17])([CH3:15])[CH3:16])([C:2]1[CH:3]=[CH:4][CH:5]=[CH:6][CH:7]=1)[C:8]1[CH:9]=[CH:10][CH:11]=[CH:12][CH:13]=1. The catalyst class is: 7. (2) Reactant: [CH3:1][O:2][C:3]1[CH:4]=[C:5]2[C:10](=[CH:11][C:12]=1[O:13][CH3:14])[N:9]=[CH:8][CH:7]=[C:6]2[O:15][C:16]1[CH:22]=[CH:21][C:19]([NH2:20])=[CH:18][C:17]=1[CH3:23].C(N(C(C)C)CC)(C)C.ClC(Cl)(O[C:37](=[O:43])OC(Cl)(Cl)Cl)Cl.[NH2:45][C:46]1[S:47][C:48]([CH3:51])=[N:49][N:50]=1. The catalyst class is: 146. Product: [CH3:1][O:2][C:3]1[CH:4]=[C:5]2[C:10](=[CH:11][C:12]=1[O:13][CH3:14])[N:9]=[CH:8][CH:7]=[C:6]2[O:15][C:16]1[CH:22]=[CH:21][C:19]([NH:20][C:37]([NH:45][C:46]2[S:47][C:48]([CH3:51])=[N:49][N:50]=2)=[O:43])=[CH:18][C:17]=1[CH3:23]. (3) Reactant: [Cl:1][C:2]1[CH:3]=[C:4]([N:9]2[CH2:15][C@@H:14]3[C@@H:11]([CH2:12][NH:13]3)[CH2:10]2)[CH:5]=[N:6][C:7]=1[Cl:8].[C:16]([OH:25])(=[O:24])[C@@H:17]([C@H:19]([C:21]([OH:23])=[O:22])[OH:20])[OH:18]. Product: [C:21]([C@@H:19]([C@H:17]([C:16]([OH:25])=[O:24])[OH:18])[OH:20])([OH:23])=[O:22].[Cl:1][C:2]1[CH:3]=[C:4]([N:9]2[CH2:15][C@@H:14]3[C@@H:11]([CH2:12][NH:13]3)[CH2:10]2)[CH:5]=[N:6][C:7]=1[Cl:8]. The catalyst class is: 5. (4) Reactant: [CH2:1]([O:3][C:4](=[O:22])[C:5]1[CH:10]=[C:9]([N+:11]([O-])=O)[CH:8]=[C:7]([N+]([O-])=O)[C:6]=1[CH:17]=[CH:18][N:19](C)C)[CH3:2].Cl[Sn]Cl. Product: [CH2:1]([O:3][C:4]([C:5]1[C:6]2[CH:17]=[CH:18][NH:19][C:7]=2[CH:8]=[C:9]([NH2:11])[CH:10]=1)=[O:22])[CH3:2]. The catalyst class is: 8. (5) Reactant: Br[C:2]1[CH:3]=[C:4]([C:10]2([C:21]3[CH:26]=[CH:25][N:24]=[C:23]([C:27]([F:30])([F:29])[F:28])[CH:22]=3)[C:18]3[C:13](=[C:14]([F:19])[CH:15]=[CH:16][CH:17]=3)[C:12]([NH2:20])=[N:11]2)[CH:5]=[CH:6][C:7]=1[O:8][CH3:9].C([Sn](CCCC)(CCCC)[C:36]1[CH:41]=[N:40][CH:39]=[CH:38][N:37]=1)CCC. Product: [F:19][C:14]1[CH:15]=[CH:16][CH:17]=[C:18]2[C:13]=1[C:12]([NH2:20])=[N:11][C:10]2([C:4]1[CH:5]=[CH:6][C:7]([O:8][CH3:9])=[C:2]([C:36]2[CH:41]=[N:40][CH:39]=[CH:38][N:37]=2)[CH:3]=1)[C:21]1[CH:26]=[CH:25][N:24]=[C:23]([C:27]([F:28])([F:29])[F:30])[CH:22]=1. The catalyst class is: 455.